Predict the product of the given reaction. From a dataset of Forward reaction prediction with 1.9M reactions from USPTO patents (1976-2016). (1) Given the reactants [OH:1][CH2:2][C:3]([NH:6][C:7]1[S:8][C:9]2[CH2:19][CH2:18][C:17]3[C:12](=[CH:13][CH:14]=[C:15]([C:20]#[N:21])[CH:16]=3)[C:10]=2[N:11]=1)([CH3:5])[CH3:4].CCCCCC.[C:28](OCC)(=[O:30])C, predict the reaction product. The product is: [CH3:4][C:3]1([CH3:5])[CH2:2][O:1][C:28](=[O:30])[N:6]1[C:7]1[S:8][C:9]2[CH2:19][CH2:18][C:17]3[C:12](=[CH:13][CH:14]=[C:15]([C:20]#[N:21])[CH:16]=3)[C:10]=2[N:11]=1. (2) Given the reactants [CH3:1][O:2][C:3]1[CH:4]=[C:5]([CH:19]=[CH:20][C:21]=1[O:22][CH3:23])[C:6]([NH:8][C:9]1[CH:10]=[C:11]([CH:15]=[CH:16][C:17]=1[CH3:18])[C:12]([OH:14])=O)=[O:7].[CH:24]1([NH2:28])[CH2:27][CH2:26][CH2:25]1, predict the reaction product. The product is: [CH:24]1([NH:28][C:12](=[O:14])[C:11]2[CH:15]=[CH:16][C:17]([CH3:18])=[C:9]([NH:8][C:6](=[O:7])[C:5]3[CH:19]=[CH:20][C:21]([O:22][CH3:23])=[C:3]([O:2][CH3:1])[CH:4]=3)[CH:10]=2)[CH2:27][CH2:26][CH2:25]1.